This data is from CYP3A4 inhibition data for predicting drug metabolism from PubChem BioAssay. The task is: Regression/Classification. Given a drug SMILES string, predict its absorption, distribution, metabolism, or excretion properties. Task type varies by dataset: regression for continuous measurements (e.g., permeability, clearance, half-life) or binary classification for categorical outcomes (e.g., BBB penetration, CYP inhibition). Dataset: cyp3a4_veith. (1) The molecule is COc1ccc2nc(Sc3c([N+](=O)[O-])nc(C)n3Cc3ccccc3)[nH]c2c1. The result is 1 (inhibitor). (2) The molecule is COc1cccc(Cn2c(=O)c(CCc3ccccc3)nc3cncnc32)c1. The result is 1 (inhibitor). (3) The compound is Cc1sc(N/N=C/c2cccnc2)nc1-c1ccccc1. The result is 0 (non-inhibitor). (4) The drug is N#Cc1c(Cl)nc(SCc2ccccc2)nc1-c1ccccc1. The result is 0 (non-inhibitor).